Dataset: Full USPTO retrosynthesis dataset with 1.9M reactions from patents (1976-2016). Task: Predict the reactants needed to synthesize the given product. (1) Given the product [F:30][C:31]([F:41])([F:40])[CH2:32][CH2:33][C:34](=[O:35])[CH2:42][C:43]1[CH:48]=[CH:47][CH:46]=[CH:45][CH:44]=1, predict the reactants needed to synthesize it. The reactants are: Cl.ON1C2C=CC=CC=2N=N1.CN(C)CCCN=C=NCC.CN1CCOCC1.[F:30][C:31]([F:41])([F:40])[CH2:32][CH2:33][C:34](N(OC)C)=[O:35].[CH2:42]([Mg]Cl)[C:43]1[CH:48]=[CH:47][CH:46]=[CH:45][CH:44]=1. (2) Given the product [Cl:1][C:2]1[CH:3]=[C:4]([NH:11][C:12]([C:13]2[CH:28]([C:19]3[CH:20]=[CH:21][C:22]4[C:27](=[CH:26][CH:25]=[CH:24][CH:23]=4)[CH:18]=3)[NH:30][C:31](=[O:32])[NH:33][C:14]=2[CH3:15])=[O:17])[CH:5]=[C:6]2[C:10]=1[NH:9][N:8]=[CH:7]2, predict the reactants needed to synthesize it. The reactants are: [Cl:1][C:2]1[CH:3]=[C:4]([NH:11][C:12](=[O:17])[CH2:13][C:14](=O)[CH3:15])[CH:5]=[C:6]2[C:10]=1[NH:9][N:8]=[CH:7]2.[CH:18]1[C:27]2[C:22](=[CH:23][CH:24]=[CH:25][CH:26]=2)[CH:21]=[CH:20][C:19]=1[CH:28]=O.[NH2:30][C:31]([NH2:33])=[O:32].[O-]S(C(F)(F)F)(=O)=O.[Yb+3].[O-]S(C(F)(F)F)(=O)=O.[O-]S(C(F)(F)F)(=O)=O. (3) Given the product [Cl:28][C:24]1[CH:25]=[CH:26][CH:27]=[C:22]([Cl:21])[C:23]=1/[N:29]=[C:30]1\[S:31]/[C:32](=[CH:17]\[C:15]2[CH:14]=[CH:13][C:11]3[NH:12][C:8]([CH2:7][O:6][Si:5]([C:2]([CH3:1])([CH3:4])[CH3:3])([CH3:19])[CH3:20])=[N:9][C:10]=3[CH:16]=2)/[C:33](=[O:35])[NH:34]\1, predict the reactants needed to synthesize it. The reactants are: [CH3:1][C:2]([Si:5]([CH3:20])([CH3:19])[O:6][CH2:7][C:8]1[NH:12][C:11]2[CH:13]=[CH:14][C:15]([CH:17]=O)=[CH:16][C:10]=2[N:9]=1)([CH3:4])[CH3:3].[Cl:21][C:22]1[CH:27]=[CH:26][CH:25]=[C:24]([Cl:28])[C:23]=1/[N:29]=[C:30]1\[S:31][CH2:32][C:33](=[O:35])[NH:34]\1.N1CCCCC1.Cl.